Dataset: Peptide-MHC class I binding affinity with 185,985 pairs from IEDB/IMGT. Task: Regression. Given a peptide amino acid sequence and an MHC pseudo amino acid sequence, predict their binding affinity value. This is MHC class I binding data. (1) The peptide sequence is GQFGSGWTW. The MHC is HLA-B40:01 with pseudo-sequence HLA-B40:01. The binding affinity (normalized) is 0.264. (2) The peptide sequence is GEYRSGNNL. The MHC is HLA-B58:01 with pseudo-sequence HLA-B58:01. The binding affinity (normalized) is 0.252. (3) The peptide sequence is GQTGVIADY. The MHC is HLA-B27:05 with pseudo-sequence HLA-B27:05. The binding affinity (normalized) is 0.368. (4) The peptide sequence is KILSVFFLA. The MHC is HLA-A68:01 with pseudo-sequence HLA-A68:01. The binding affinity (normalized) is 0.160. (5) The binding affinity (normalized) is 1.00. The peptide sequence is KSIENKHQRR. The MHC is HLA-A31:01 with pseudo-sequence HLA-A31:01. (6) The peptide sequence is KDYMSLSEQL. The binding affinity (normalized) is 0.199. The MHC is HLA-B40:02 with pseudo-sequence HLA-B40:02. (7) The peptide sequence is TLFIGSHVV. The MHC is HLA-B54:01 with pseudo-sequence HLA-B54:01. The binding affinity (normalized) is 0.338. (8) The peptide sequence is GRNSFEVRV. The binding affinity (normalized) is 0.356. The MHC is HLA-B27:05 with pseudo-sequence HLA-B27:05. (9) The peptide sequence is SLREWLLRI. The MHC is HLA-B40:02 with pseudo-sequence HLA-B40:02. The binding affinity (normalized) is 0.125.